This data is from NCI-60 drug combinations with 297,098 pairs across 59 cell lines. The task is: Regression. Given two drug SMILES strings and cell line genomic features, predict the synergy score measuring deviation from expected non-interaction effect. (1) Drug 1: CN(C)C1=NC(=NC(=N1)N(C)C)N(C)C. Drug 2: CC1=C2C(C(=O)C3(C(CC4C(C3C(C(C2(C)C)(CC1OC(=O)C(C(C5=CC=CC=C5)NC(=O)C6=CC=CC=C6)O)O)OC(=O)C7=CC=CC=C7)(CO4)OC(=O)C)O)C)OC(=O)C. Cell line: EKVX. Synergy scores: CSS=10.7, Synergy_ZIP=-0.766, Synergy_Bliss=-1.83, Synergy_Loewe=-32.8, Synergy_HSA=-3.60. (2) Drug 1: CN(CC1=CN=C2C(=N1)C(=NC(=N2)N)N)C3=CC=C(C=C3)C(=O)NC(CCC(=O)O)C(=O)O. Drug 2: CC1(CCCN1)C2=NC3=C(C=CC=C3N2)C(=O)N. Cell line: SK-OV-3. Synergy scores: CSS=4.37, Synergy_ZIP=2.44, Synergy_Bliss=4.71, Synergy_Loewe=0.708, Synergy_HSA=2.27. (3) Drug 1: C1=CC(=C2C(=C1NCCNCCO)C(=O)C3=C(C=CC(=C3C2=O)O)O)NCCNCCO. Drug 2: C1=NC2=C(N=C(N=C2N1C3C(C(C(O3)CO)O)F)Cl)N. Cell line: SNB-75. Synergy scores: CSS=56.6, Synergy_ZIP=1.11, Synergy_Bliss=3.97, Synergy_Loewe=-23.5, Synergy_HSA=5.42. (4) Drug 1: C1=NC2=C(N1)C(=S)N=CN2. Drug 2: C1C(C(OC1N2C=NC3=C2NC=NCC3O)CO)O. Cell line: SK-OV-3. Synergy scores: CSS=32.4, Synergy_ZIP=-4.88, Synergy_Bliss=-1.30, Synergy_Loewe=-11.7, Synergy_HSA=-1.31. (5) Drug 1: CNC(=O)C1=CC=CC=C1SC2=CC3=C(C=C2)C(=NN3)C=CC4=CC=CC=N4. Drug 2: C1C(C(OC1N2C=NC3=C(N=C(N=C32)Cl)N)CO)O. Cell line: NCI/ADR-RES. Synergy scores: CSS=37.8, Synergy_ZIP=-1.97, Synergy_Bliss=-2.13, Synergy_Loewe=-37.2, Synergy_HSA=-2.35. (6) Drug 1: CC1=C2C(C(=O)C3(C(CC4C(C3C(C(C2(C)C)(CC1OC(=O)C(C(C5=CC=CC=C5)NC(=O)OC(C)(C)C)O)O)OC(=O)C6=CC=CC=C6)(CO4)OC(=O)C)OC)C)OC. Drug 2: CC1=C(C(=O)C2=C(C1=O)N3CC4C(C3(C2COC(=O)N)OC)N4)N. Cell line: A549. Synergy scores: CSS=52.5, Synergy_ZIP=-9.63, Synergy_Bliss=-12.0, Synergy_Loewe=-5.60, Synergy_HSA=-3.65. (7) Drug 2: CC1=C(C(CCC1)(C)C)C=CC(=CC=CC(=CC(=O)O)C)C. Cell line: SNB-19. Drug 1: CN(C)N=NC1=C(NC=N1)C(=O)N. Synergy scores: CSS=-12.9, Synergy_ZIP=2.17, Synergy_Bliss=-8.44, Synergy_Loewe=-13.9, Synergy_HSA=-13.2.